This data is from Catalyst prediction with 721,799 reactions and 888 catalyst types from USPTO. The task is: Predict which catalyst facilitates the given reaction. (1) Reactant: [N:1]1([C:6]2[CH:18]=[CH:17][C:9]([O:10][CH:11]3[CH2:16][CH2:15][CH2:14][NH:13][CH2:12]3)=[CH:8][CH:7]=2)[CH:5]=[CH:4][N:3]=[CH:2]1.CO.[CH3:21][O:22][C:23]1[C:32]2[C:27](=[CH:28][CH:29]=[CH:30][CH:31]=2)[C:26]([CH:33]=O)=[CH:25][CH:24]=1. Product: [N:1]1([C:6]2[CH:18]=[CH:17][C:9]([O:10][CH:11]3[CH2:16][CH2:15][CH2:14][N:13]([CH2:33][C:26]4[C:27]5[C:32](=[CH:31][CH:30]=[CH:29][CH:28]=5)[C:23]([O:22][CH3:21])=[CH:24][CH:25]=4)[CH2:12]3)=[CH:8][CH:7]=2)[CH:5]=[CH:4][N:3]=[CH:2]1. The catalyst class is: 2. (2) Reactant: [F:1][C:2]1[CH:7]=[CH:6][CH:5]=[CH:4][C:3]=1[C:8]1[C:17]([CH3:18])=[C:16]([NH:19][C:20]2[CH:25]=[C:24](B3OC(C)(C)C(C)(C)O3)[CH:23]=[CH:22][C:21]=2[N:35]2[CH2:40][CH2:39][O:38][CH2:37][CH2:36]2)[C:15]2[C:10](=[CH:11][CH:12]=[CH:13][CH:14]=2)[N:9]=1.Cl[C:42]1[CH:47]=[C:46]([CH3:48])[N:45]=[C:44]([NH2:49])[N:43]=1.C(=O)([O-])[O-].[Na+].[Na+].O1CCOCC1. Product: [NH2:49][C:44]1[N:43]=[C:42]([C:24]2[CH:23]=[CH:22][C:21]([N:35]3[CH2:40][CH2:39][O:38][CH2:37][CH2:36]3)=[C:20]([NH:19][C:16]3[C:15]4[C:10](=[CH:11][CH:12]=[CH:13][CH:14]=4)[N:9]=[C:8]([C:3]4[CH:4]=[CH:5][CH:6]=[CH:7][C:2]=4[F:1])[C:17]=3[CH3:18])[CH:25]=2)[CH:47]=[C:46]([CH3:48])[N:45]=1. The catalyst class is: 189. (3) Reactant: [N+:1]([C:4]1[CH:12]=[CH:11][CH:10]=[C:9]2[C:5]=1[CH:6]([CH2:13][CH2:14][CH2:15][C:16]([O:18][CH2:19][CH3:20])=[O:17])[CH2:7][NH:8]2)([O-:3])=[O:2].C(=O)([O-])[O-].[Na+].[Na+].[I-].[K+].Br[CH2:30][C:31]([O:33][C:34]([CH3:37])([CH3:36])[CH3:35])=[O:32]. Product: [C:34]([O:33][C:31](=[O:32])[CH2:30][N:8]1[C:9]2[C:5](=[C:4]([N+:1]([O-:3])=[O:2])[CH:12]=[CH:11][CH:10]=2)[CH:6]([CH2:13][CH2:14][CH2:15][C:16]([O:18][CH2:19][CH3:20])=[O:17])[CH2:7]1)([CH3:37])([CH3:36])[CH3:35]. The catalyst class is: 21. (4) Reactant: [CH:1]1([C:4]2[C:5]([CH2:18][N:19]3[CH2:24][CH2:23][CH2:22][C@H:21]([O:25][C:26]4[CH:31]=[C:30]([Cl:32])[CH:29]=[C:28]([Cl:33])[CH:27]=4)[CH2:20]3)=[CH:6][C:7]([F:17])=[C:8]([CH:16]=2)[C:9]([O:11]C(C)(C)C)=[O:10])[CH2:3][CH2:2]1.FC(F)(F)C(O)=O. Product: [CH:1]1([C:4]2[C:5]([CH2:18][N:19]3[CH2:24][CH2:23][CH2:22][C@H:21]([O:25][C:26]4[CH:31]=[C:30]([Cl:32])[CH:29]=[C:28]([Cl:33])[CH:27]=4)[CH2:20]3)=[CH:6][C:7]([F:17])=[C:8]([CH:16]=2)[C:9]([OH:11])=[O:10])[CH2:3][CH2:2]1. The catalyst class is: 4. (5) Reactant: [CH2:1]1[C:8]2[C:7]3[CH:9]=[C:10]([NH2:13])[CH:11]=[CH:12][C:6]=3[O:5][C:4]=2[CH2:3][CH2:2]1.[CH3:14][C:15]([CH3:20])([CH3:19])[C:16](Cl)=[O:17]. Product: [CH2:1]1[C:8]2[C:7]3[CH:9]=[C:10]([NH:13][C:16](=[O:17])[C:15]([CH3:20])([CH3:19])[CH3:14])[CH:11]=[CH:12][C:6]=3[O:5][C:4]=2[CH2:3][CH2:2]1. The catalyst class is: 17. (6) Reactant: C(O[C:4](=[O:14])[CH2:5][C:6](=O)[C:7]1[CH:12]=[CH:11][CH:10]=[CH:9][CH:8]=1)C.C(O)(=O)C(O)=O.[CH2:21]([NH:23][NH2:24])[CH3:22].C([O-])([O-])=O.[Na+].[Na+]. Product: [CH2:21]([N:23]1[C:4]([OH:14])=[CH:5][C:6]([C:7]2[CH:8]=[CH:9][CH:10]=[CH:11][CH:12]=2)=[N:24]1)[CH3:22]. The catalyst class is: 52. (7) Reactant: [CH:1]([S:4]([C:7]1[CH:12]=[CH:11][CH:10]=[CH:9][C:8]=1[NH:13][C:14]1[N:19]2[N:20]=[CH:21][CH:22]=[C:18]2[N:17]=[C:16](S(C)(=O)=O)[N:15]=1)(=[O:6])=[O:5])([CH3:3])[CH3:2].[CH:27]([O:30][C:31]1[CH:37]=[C:36]([CH:38]2[CH2:43][CH2:42][N:41]([CH3:44])[CH2:40][CH2:39]2)[C:35]([CH3:45])=[CH:34][C:32]=1[NH2:33])([CH3:29])[CH3:28].CC1C=CC(S(O)(=O)=O)=CC=1. Product: [CH:27]([O:30][C:31]1[CH:37]=[C:36]([CH:38]2[CH2:39][CH2:40][N:41]([CH3:44])[CH2:42][CH2:43]2)[C:35]([CH3:45])=[CH:34][C:32]=1[NH:33][C:16]1[N:15]=[C:14]([NH:13][C:8]2[CH:9]=[CH:10][CH:11]=[CH:12][C:7]=2[S:4]([CH:1]([CH3:3])[CH3:2])(=[O:6])=[O:5])[N:19]2[N:20]=[CH:21][CH:22]=[C:18]2[N:17]=1)([CH3:29])[CH3:28]. The catalyst class is: 32. (8) Reactant: [Br:1][C:2]1[CH:3]=[N:4][CH:5]=[C:6]([CH:8]2[CH2:12][CH2:11][CH2:10][NH:9]2)[CH:7]=1.N1C=CC=CC=1.[CH3:19][S:20](Cl)(=[O:22])=[O:21]. Product: [Br:1][C:2]1[CH:3]=[N:4][CH:5]=[C:6]([CH:8]2[CH2:12][CH2:11][CH2:10][N:9]2[S:20]([CH3:19])(=[O:22])=[O:21])[CH:7]=1. The catalyst class is: 2. (9) The catalyst class is: 223. Reactant: N([O-])=O.[Na+].[C:5]([OH:14])(=[O:13])[C:6]1[C:7](=[CH:9][CH:10]=[CH:11][CH:12]=1)[NH2:8].[N-:15]=[N+:16]=[N-].[Na+].O.O.O.C([O-])(=O)C.[Na+]. Product: [N:8]([C:7]1[CH:9]=[CH:10][CH:11]=[CH:12][C:6]=1[C:5]([OH:14])=[O:13])=[N+:15]=[N-:16]. (10) Reactant: [C:1]([O:5][C:6]([NH:8][C@@H:9]1[CH2:18][CH2:17][C:12]2([O:16][CH2:15][CH2:14][O:13]2)[C@H:11]([S:19]C(=O)C2C=CC=CC=2)[CH2:10]1)=[O:7])([CH3:4])([CH3:3])[CH3:2].NN. Product: [C:1]([O:5][C:6](=[O:7])[NH:8][C@@H:9]1[CH2:18][CH2:17][C:12]2([O:13][CH2:14][CH2:15][O:16]2)[C@H:11]([SH:19])[CH2:10]1)([CH3:4])([CH3:2])[CH3:3]. The catalyst class is: 4.